From a dataset of Full USPTO retrosynthesis dataset with 1.9M reactions from patents (1976-2016). Predict the reactants needed to synthesize the given product. (1) Given the product [C:1]1([C:7]2([CH2:12][OH:13])[CH2:11][CH:10]=[CH:9][CH2:8]2)[CH:6]=[CH:5][CH:4]=[CH:3][CH:2]=1, predict the reactants needed to synthesize it. The reactants are: [C:1]1([C:7]2([C:12](OC)=[O:13])[CH2:11][CH:10]=[CH:9][CH2:8]2)[CH:6]=[CH:5][CH:4]=[CH:3][CH:2]=1.[H-].[Al+3].[Li+].[H-].[H-].[H-]. (2) The reactants are: Cl.[CH:2]1([CH2:5][O:6][C:7]2[CH:12]=[C:11]([F:13])[C:10]([O:14][CH3:15])=[CH:9][C:8]=2[C:16]2[CH:21]=[CH:20][N:19]=[C:18]3[C:22]([C:26]([NH:28][CH:29]4[CH2:34][CH2:33][NH:32][CH2:31][CH2:30]4)=[O:27])=[C:23]([CH3:25])[NH:24][C:17]=23)[CH2:4][CH2:3]1.C([O:38][C@@H:39]([CH3:43])[C:40](Cl)=[O:41])(=O)C. Given the product [CH:2]1([CH2:5][O:6][C:7]2[CH:12]=[C:11]([F:13])[C:10]([O:14][CH3:15])=[CH:9][C:8]=2[C:16]2[CH:21]=[CH:20][N:19]=[C:18]3[C:22]([C:26]([NH:28][CH:29]4[CH2:30][CH2:31][N:32]([C:40](=[O:41])[C@@H:39]([OH:38])[CH3:43])[CH2:33][CH2:34]4)=[O:27])=[C:23]([CH3:25])[NH:24][C:17]=23)[CH2:4][CH2:3]1, predict the reactants needed to synthesize it. (3) Given the product [CH:36]1([N:17]2[CH2:16][CH2:15][N:14]([C:10]3[CH:9]=[C:8]([CH2:7][N:6]4[C:2]([CH3:1])=[CH:3][C:4]([C:20]5[O:24][N:23]=[C:22]([C:25]6[CH:26]=[CH:27][C:28]([O:31][C:32]([F:33])([F:35])[F:34])=[CH:29][CH:30]=6)[N:21]=5)=[N:5]4)[CH:13]=[CH:12][N:11]=3)[CH2:19][CH2:18]2)[CH2:39][CH2:38][CH2:37]1, predict the reactants needed to synthesize it. The reactants are: [CH3:1][C:2]1[N:6]([CH2:7][C:8]2[CH:13]=[CH:12][N:11]=[C:10]([N:14]3[CH2:19][CH2:18][NH:17][CH2:16][CH2:15]3)[CH:9]=2)[N:5]=[C:4]([C:20]2[O:24][N:23]=[C:22]([C:25]3[CH:30]=[CH:29][C:28]([O:31][C:32]([F:35])([F:34])[F:33])=[CH:27][CH:26]=3)[N:21]=2)[CH:3]=1.[C:36]1(=O)[CH2:39][CH2:38][CH2:37]1.[BH4-].[Na+].C(=O)(O)[O-]. (4) Given the product [CH3:37][C:33]1[N:32]=[C:31]2[N:30]([C:38]3[CH:43]=[CH:42][C:41]([O:44][CH3:45])=[CH:40][C:39]=3[CH3:46])[CH2:29][CH2:28][C:36]2=[C:35]([N:17]2[CH:21]=[CH:20][C:19]([C:22]3[S:23][CH:24]=[CH:25][N:26]=3)=[N:18]2)[CH:34]=1, predict the reactants needed to synthesize it. The reactants are: CN[C@@H]1CCCC[C@H]1NC.C(=O)([O-])[O-].[K+].[K+].[NH:17]1[CH:21]=[CH:20][C:19]([C:22]2[S:23][CH:24]=[CH:25][N:26]=2)=[N:18]1.I[CH:28]1[C:36]2[C:31](=[N:32][C:33]([CH3:37])=[CH:34][CH:35]=2)[N:30]([C:38]2[CH:43]=[CH:42][C:41]([O:44][CH3:45])=[CH:40][C:39]=2[CH3:46])[CH2:29]1. (5) Given the product [Cl:1][C:2]1[CH:3]=[C:4]([C:5](=[O:6])[NH:30][CH3:29])[CH:8]=[CH:9][C:10]=1[N:11]([CH3:28])[C:12]([C:14]1[S:27][C:17]2[C:18]3[CH:26]=[CH:25][CH:24]=[CH:23][C:19]=3[O:20][CH2:21][CH2:22][C:16]=2[CH:15]=1)=[O:13], predict the reactants needed to synthesize it. The reactants are: [Cl:1][C:2]1[CH:3]=[C:4]([CH:8]=[CH:9][C:10]=1[N:11]([CH3:28])[C:12]([C:14]1[S:27][C:17]2[C:18]3[CH:26]=[CH:25][CH:24]=[CH:23][C:19]=3[O:20][CH2:21][CH2:22][C:16]=2[CH:15]=1)=[O:13])[C:5](O)=[O:6].[CH3:29][NH2:30]. (6) The reactants are: [CH3:1][O:2][C:3]([C@H:5]1[CH2:10][CH2:9][C@H:8]([CH2:11][NH:12][C:13](=[O:24])[CH2:14][C:15]2[CH:20]=[CH:19][CH:18]=[CH:17][C:16]=2[N+:21]([O-])=O)[CH2:7][CH2:6]1)=[O:4].[H][H]. Given the product [CH3:1][O:2][C:3]([C@H:5]1[CH2:10][CH2:9][C@H:8]([CH2:11][NH:12][C:13](=[O:24])[CH2:14][C:15]2[CH:20]=[CH:19][CH:18]=[CH:17][C:16]=2[NH2:21])[CH2:7][CH2:6]1)=[O:4], predict the reactants needed to synthesize it. (7) Given the product [CH3:18][C:16]1[NH:15][N:14]=[C:13]([NH:12][C:4]2[N:3]=[C:2]([NH:19][C:20]3[CH:27]=[CH:26][C:23]([C:24]#[N:25])=[CH:22][CH:21]=3)[C:11]3[C:6]([CH:5]=2)=[CH:7][CH:8]=[CH:9][CH:10]=3)[CH:17]=1, predict the reactants needed to synthesize it. The reactants are: Cl[C:2]1[C:11]2[C:6](=[CH:7][CH:8]=[CH:9][CH:10]=2)[CH:5]=[C:4]([NH:12][C:13]2[CH:17]=[C:16]([CH3:18])[NH:15][N:14]=2)[N:3]=1.[NH2:19][C:20]1[CH:27]=[CH:26][C:23]([C:24]#[N:25])=[CH:22][CH:21]=1. (8) The reactants are: [S:1]1[CH:5]=[C:4]([C:6]([O:8][C:9]([CH3:12])([CH3:11])[CH3:10])=[O:7])[N:3]=[C:2]1[C:13]([O:15]CC)=O.CO.[NH3:20]. Given the product [C:13]([C:2]1[S:1][CH:5]=[C:4]([C:6]([O:8][C:9]([CH3:12])([CH3:11])[CH3:10])=[O:7])[N:3]=1)(=[O:15])[NH2:20], predict the reactants needed to synthesize it. (9) Given the product [CH3:24][C:21]1([CH3:25])[CH2:22][O:23][B:18]([C:5]2[C:6]([O:8][CH3:9])=[CH:7][C:2]([F:1])=[C:3]([CH2:11][CH2:12][C:13]([O:15][CH2:16][CH3:17])=[O:14])[CH:4]=2)[O:19][CH2:20]1, predict the reactants needed to synthesize it. The reactants are: [F:1][C:2]1[CH:7]=[C:6]([O:8][CH3:9])[C:5](I)=[CH:4][C:3]=1[CH2:11][CH2:12][C:13]([O:15][CH2:16][CH3:17])=[O:14].[B:18]1([B:18]2[O:23][CH2:22][C:21]([CH3:25])([CH3:24])[CH2:20][O:19]2)[O:23][CH2:22][C:21]([CH3:25])([CH3:24])[CH2:20][O:19]1.C([O-])(=O)C.[K+]. (10) Given the product [Br:1][C:2]1[C:11]([F:12])=[C:10]2[C:5]([C:6]([Cl:17])=[N:7][CH:8]=[N:9]2)=[CH:4][C:3]=1[Cl:14], predict the reactants needed to synthesize it. The reactants are: [Br:1][C:2]1[C:11]([F:12])=[C:10]2[C:5]([C:6](=O)[NH:7][CH:8]=[N:9]2)=[CH:4][C:3]=1[Cl:14].O=S(Cl)[Cl:17].